From a dataset of Reaction yield outcomes from USPTO patents with 853,638 reactions. Predict the reaction yield, written as a fraction of the theoretical maximum amount of product (1.0 means a 100% yield; for example, 0.34 means a 34% yield). (1) The reactants are [NH2:1][C:2]1[CH:7]=[CH:6][CH:5]=[CH:4][C:3]=1[C:8](=[O:15])[CH2:9][CH2:10][Si:11]([CH3:14])([CH3:13])[CH3:12].[ClH:16].C(OCC)C. The catalyst is C(OCC)C. The product is [ClH:16].[NH2:1][C:2]1[CH:7]=[CH:6][CH:5]=[CH:4][C:3]=1[C:8](=[O:15])[CH2:9][CH2:10][Si:11]([CH3:14])([CH3:13])[CH3:12]. The yield is 0.624. (2) The catalyst is C1COCC1. The reactants are [Br:1][C:2]1[CH:11]=[CH:10][CH:9]=[C:8]2[C:3]=1[CH2:4][CH2:5][CH2:6][C@@H:7]2O.C1C=CC(P([N:27]=[N+:28]=[N-:29])(C2C=CC=CC=2)=O)=CC=1.C1CCN2C(=NCCC2)CC1. The yield is 0.890. The product is [N:27]([C@H:7]1[C:8]2[C:3](=[C:2]([Br:1])[CH:11]=[CH:10][CH:9]=2)[CH2:4][CH2:5][CH2:6]1)=[N+:28]=[N-:29]. (3) The reactants are [Cl:1][C:2]1[C:7]([OH:8])=[CH:6][CH:5]=[CH:4][N:3]=1.[I-:9].[Na+].CC1C=CC(S(NCl)(=O)=O)=CC=1.Cl. The catalyst is CN(C)C=O.CCCCCC.C(OCC)(=O)C.O. The product is [Cl:1][C:2]1[C:7]([OH:8])=[CH:6][CH:5]=[C:4]([I:9])[N:3]=1. The yield is 0.910. (4) The reactants are [CH3:1][O:2][C:3]([C:5]1[CH:6]=[C:7]([C:27]2[CH:32]=[CH:31][C:30]([C:33]([F:36])([F:35])[F:34])=[CH:29][CH:28]=2)[C:8]([O:11][CH2:12][CH2:13][CH2:14][O:15][N:16]2C(=O)C3C(=CC=CC=3)C2=O)=[CH:9][CH:10]=1)=[O:4].CNN. No catalyst specified. The product is [CH3:1][O:2][C:3]([C:5]1[CH:6]=[C:7]([C:27]2[CH:28]=[CH:29][C:30]([C:33]([F:34])([F:36])[F:35])=[CH:31][CH:32]=2)[C:8]([O:11][CH2:12][CH2:13][CH2:14][O:15][NH2:16])=[CH:9][CH:10]=1)=[O:4]. The yield is 0.920.